This data is from Peptide-MHC class II binding affinity with 134,281 pairs from IEDB. The task is: Regression. Given a peptide amino acid sequence and an MHC pseudo amino acid sequence, predict their binding affinity value. This is MHC class II binding data. (1) The peptide sequence is DPDKDVDIMVRDGQL. The MHC is DRB1_0405 with pseudo-sequence DRB1_0405. The binding affinity (normalized) is 0.137. (2) The peptide sequence is SGVLLNHFGLVEARY. The MHC is HLA-DQA10102-DQB10602 with pseudo-sequence HLA-DQA10102-DQB10602. The binding affinity (normalized) is 0.819. (3) The peptide sequence is PTIGVGGNFAGGGFG. The binding affinity (normalized) is 0.179. The MHC is HLA-DPA10103-DPB10201 with pseudo-sequence HLA-DPA10103-DPB10201. (4) The peptide sequence is ATFEAMYLGTCKTLT. The MHC is HLA-DQA10104-DQB10503 with pseudo-sequence HLA-DQA10104-DQB10503. The binding affinity (normalized) is 0.138. (5) The peptide sequence is AAATAGTTEYGAFAA. The MHC is HLA-DQA10501-DQB10301 with pseudo-sequence HLA-DQA10501-DQB10301. The binding affinity (normalized) is 0.577. (6) The peptide sequence is NGNATPQLTKNAGVL. The binding affinity (normalized) is 0. The MHC is DRB1_0301 with pseudo-sequence DRB1_0301. (7) The peptide sequence is VNFVSKVMIGSPKKV. The MHC is HLA-DQA10101-DQB10501 with pseudo-sequence HLA-DQA10101-DQB10501. The binding affinity (normalized) is 0.0411. (8) The peptide sequence is AYAAQGYKVLVLNPSVAA. The MHC is DRB1_1501 with pseudo-sequence DRB1_1501. The binding affinity (normalized) is 0.374. (9) The peptide sequence is VSVDCSEYPKPDCTA. The MHC is DRB1_1501 with pseudo-sequence DRB1_1501. The binding affinity (normalized) is 0. (10) The peptide sequence is VTRMAMTDTTPFGQQ. The MHC is HLA-DQA10501-DQB10402 with pseudo-sequence HLA-DQA10501-DQB10402. The binding affinity (normalized) is 0.261.